Task: Predict the reaction yield, written as a fraction of the theoretical maximum amount of product (1.0 means a 100% yield; for example, 0.34 means a 34% yield).. Dataset: Reaction yield outcomes from USPTO patents with 853,638 reactions (1) The reactants are [C:1]([C:5]1[CH:10]=[C:9]([Br:11])[C:8]([N+:12]([O-:14])=[O:13])=[CH:7][C:6]=1[OH:15])([CH3:4])([CH3:3])[CH3:2].C([O-])([O-])=O.[Cs+].[Cs+].[CH2:22](Br)[C:23]1[CH:28]=[CH:27][CH:26]=[CH:25][CH:24]=1. The catalyst is CN(C=O)C.O. The product is [C:1]([C:5]1[CH:10]=[C:9]([Br:11])[C:8]([N+:12]([O-:14])=[O:13])=[CH:7][C:6]=1[O:15][CH2:22][C:23]1[CH:28]=[CH:27][CH:26]=[CH:25][CH:24]=1)([CH3:4])([CH3:2])[CH3:3]. The yield is 0.940. (2) The reactants are [CH3:1][C:2]1[N:7]=[C:6]([C:8]([OH:10])=O)[CH:5]=[CH:4][C:3]=1[N+:11]([O-:13])=[O:12].[N:14]1([CH2:20][CH2:21][NH2:22])[CH2:19][CH2:18][O:17][CH2:16][CH2:15]1.CN(C(ON1N=NC2C=CC=CC1=2)=[N+](C)C)C.[B-](F)(F)(F)F.CC(N(C)C)=O. The catalyst is C(Cl)Cl. The product is [CH3:1][C:2]1[N:7]=[C:6]([C:8]([NH:22][CH2:21][CH2:20][N:14]2[CH2:19][CH2:18][O:17][CH2:16][CH2:15]2)=[O:10])[CH:5]=[CH:4][C:3]=1[N+:11]([O-:13])=[O:12]. The yield is 0.300. (3) The reactants are [F:1][C:2]([F:44])([F:43])[C:3]1[CH:4]=[C:5]([CH:40]=[CH:41][CH:42]=1)[C:6]([NH:8][CH2:9][C:10]([NH:12][C@@H:13]1[CH2:17][CH2:16][N:15]([CH:18]2[CH2:23][CH2:22][N:21]([C:24]3[CH:39]=[CH:38][C:27]([C:28]([O:30]CC4C=CC=CC=4)=[O:29])=[CH:26][CH:25]=3)[CH2:20][CH2:19]2)[CH2:14]1)=[O:11])=[O:7].[H][H]. The catalyst is CO.[Pd]. The product is [F:44][C:2]([F:1])([F:43])[C:3]1[CH:4]=[C:5]([CH:40]=[CH:41][CH:42]=1)[C:6]([NH:8][CH2:9][C:10]([NH:12][C@@H:13]1[CH2:17][CH2:16][N:15]([CH:18]2[CH2:23][CH2:22][N:21]([C:24]3[CH:25]=[CH:26][C:27]([C:28]([OH:30])=[O:29])=[CH:38][CH:39]=3)[CH2:20][CH2:19]2)[CH2:14]1)=[O:11])=[O:7]. The yield is 0.960. (4) The reactants are I[C:2]1[N:9]2[C:5]([S:6][C:7]([C:10]3[CH:15]=[CH:14][CH:13]=[C:12]([S:16]([N:19]4[CH2:24][CH2:23][O:22][CH2:21][CH2:20]4)(=[O:18])=[O:17])[CH:11]=3)=[N:8]2)=[N:4][CH:3]=1.CC1(C)C(C)(C)OB([C:33]2[CH:34]=[C:35]([C:40]([F:43])([F:42])[F:41])[C:36]([NH2:39])=[N:37][CH:38]=2)O1.C([O-])([O-])=O.[K+].[K+]. The catalyst is COCCOC.C(Cl)Cl.C1C=CC(P(C2C=CC=CC=2)[C-]2C=CC=C2)=CC=1.C1C=CC(P(C2C=CC=CC=2)[C-]2C=CC=C2)=CC=1.Cl[Pd]Cl.[Fe+2]. The product is [N:19]1([S:16]([C:12]2[CH:11]=[C:10]([C:7]3[S:6][C:5]4=[N:4][CH:3]=[C:2]([C:33]5[CH:34]=[C:35]([C:40]([F:43])([F:42])[F:41])[C:36]([NH2:39])=[N:37][CH:38]=5)[N:9]4[N:8]=3)[CH:15]=[CH:14][CH:13]=2)(=[O:18])=[O:17])[CH2:24][CH2:23][O:22][CH2:21][CH2:20]1. The yield is 0.190.